From a dataset of Catalyst prediction with 721,799 reactions and 888 catalyst types from USPTO. Predict which catalyst facilitates the given reaction. (1) Reactant: [C:1]([C:3]1[C@@H:8]([C:9]2[CH:14]=[CH:13][C:12]([C:15]#[N:16])=[CH:11][C:10]=2[S:17]([CH3:20])(=[O:19])=[O:18])[N:7]([C:21](OC2C=CC([N+]([O-])=O)=CC=2)=[O:22])[C:6](=[O:33])[N:5]([C:34]2[CH:39]=[CH:38][CH:37]=[C:36]([C:40]([F:43])([F:42])[F:41])[CH:35]=2)[C:4]=1[CH3:44])#[N:2].[CH3:45][O:46][CH2:47][CH2:48][NH2:49]. Product: [C:1]([C:3]1[C@@H:8]([C:9]2[CH:14]=[CH:13][C:12]([C:15]#[N:16])=[CH:11][C:10]=2[S:17]([CH3:20])(=[O:19])=[O:18])[N:7]([C:21]([NH:49][CH2:48][CH2:47][O:46][CH3:45])=[O:22])[C:6](=[O:33])[N:5]([C:34]2[CH:39]=[CH:38][CH:37]=[C:36]([C:40]([F:42])([F:43])[F:41])[CH:35]=2)[C:4]=1[CH3:44])#[N:2]. The catalyst class is: 10. (2) Reactant: I[C:2]1[C:7]([O:8][C:9]2[C:18]3[C:13](=[CH:14][C:15]([O:21][CH3:22])=[C:16]([O:19][CH3:20])[CH:17]=3)[N:12]=[CH:11][CH:10]=2)=[CH:6][CH:5]=[C:4]([CH3:23])[N:3]=1.[CH3:24][O:25][C:26]1[CH:31]=[CH:30][C:29](B(O)O)=[CH:28][CH:27]=1.C(=O)([O-])O.[Na+]. Product: [CH3:20][O:19][C:16]1[CH:17]=[C:18]2[C:13](=[CH:14][C:15]=1[O:21][CH3:22])[N:12]=[CH:11][CH:10]=[C:9]2[O:8][C:7]1[C:2]([C:29]2[CH:30]=[CH:31][C:26]([O:25][CH3:24])=[CH:27][CH:28]=2)=[N:3][C:4]([CH3:23])=[CH:5][CH:6]=1. The catalyst class is: 11. (3) Reactant: C[O:2][C:3]1[CH:36]=[CH:35][C:6]([CH2:7][CH2:8][C:9]2[CH:14]=[CH:13][CH:12]=[CH:11][C:10]=2[C:15]2[N:20]=[C:19]([N:21]3[C:25]([C:26]([F:29])([F:28])[F:27])=[C:24]([C:30]([O:32][CH2:33][CH3:34])=[O:31])[CH:23]=[N:22]3)[CH:18]=[CH:17][CH:16]=2)=[CH:5][CH:4]=1.B(Br)(Br)Br. Product: [OH:2][C:3]1[CH:4]=[CH:5][C:6]([CH2:7][CH2:8][C:9]2[CH:14]=[CH:13][CH:12]=[CH:11][C:10]=2[C:15]2[N:20]=[C:19]([N:21]3[C:25]([C:26]([F:29])([F:28])[F:27])=[C:24]([C:30]([O:32][CH2:33][CH3:34])=[O:31])[CH:23]=[N:22]3)[CH:18]=[CH:17][CH:16]=2)=[CH:35][CH:36]=1. The catalyst class is: 4. (4) Reactant: [C:1](=O)([O-])[O-].[Cs+].[Cs+].IC.[N:9]1[CH:10]=[CH:11][N:12]2[CH:17]=[C:16]([C:18]([OH:20])=[O:19])[CH:15]=[CH:14][C:13]=12. Product: [CH3:1][O:19][C:18]([C:16]1[CH:15]=[CH:14][C:13]2[N:12]([CH:11]=[CH:10][N:9]=2)[CH:17]=1)=[O:20]. The catalyst class is: 163. (5) Reactant: [CH3:1][O:2][C:3]1[CH:8]=[CH:7][CH:6]=[CH:5][C:4]=1[NH:9][S:10]([C:13]1[CH:14]=[C:15]([CH:19]=[CH:20][C:21]([OH:23])=O)[CH:16]=[CH:17][CH:18]=1)(=[O:12])=[O:11].[Cl:24]CCl. Product: [CH3:1][O:2][C:3]1[CH:8]=[CH:7][CH:6]=[CH:5][C:4]=1[NH:9][S:10]([C:13]1[CH:14]=[C:15]([CH:19]=[CH:20][C:21]([Cl:24])=[O:23])[CH:16]=[CH:17][CH:18]=1)(=[O:12])=[O:11]. The catalyst class is: 9.